This data is from Full USPTO retrosynthesis dataset with 1.9M reactions from patents (1976-2016). The task is: Predict the reactants needed to synthesize the given product. (1) The reactants are: [NH2:1][C:2]1[N:3]=[C:4]([Cl:20])[C:5]2[CH2:10][C:9](=[O:11])[N:8]([CH2:12][C:13]3[CH:14]=[N:15][N:16]([CH3:19])[C:17]=3[CH3:18])[C:6]=2[N:7]=1.[CH:21]([C:23]1[NH:27][CH:26]=[C:25]([C:28]([OH:30])=[O:29])[C:24]=1[CH3:31])=O.N1CCCCC1. Given the product [NH2:1][C:2]1[N:3]=[C:4]([Cl:20])[C:5]2=[C:6]([N:8]([CH2:12][C:13]3[CH:14]=[N:15][N:16]([CH3:19])[C:17]=3[CH3:18])[C:9](=[O:11])/[C:10]/2=[CH:21]\[C:23]2[NH:27][CH:26]=[C:25]([C:28]([OH:30])=[O:29])[C:24]=2[CH3:31])[N:7]=1, predict the reactants needed to synthesize it. (2) Given the product [Br-:11].[CH2:12]([N+:2]1[CH:1]=[C:9]2[N:4]([C:5](=[O:10])[NH:6][CH2:7][CH2:8]2)[CH:3]=1)[CH3:13], predict the reactants needed to synthesize it. The reactants are: [CH:1]1[N:2]=[CH:3][N:4]2[C:9]=1[CH2:8][CH2:7][NH:6][C:5]2=[O:10].[Br:11][CH2:12][CH3:13].C(#N)C. (3) Given the product [F:20][C:21]([F:34])([F:35])[C:22]1[CH:29]=[C:28]([C:30]([F:33])([F:31])[F:32])[CH:27]=[CH:26][C:23]=1[CH2:24][O:1][N:2]1[C:3](=[O:12])[C:4]2=[CH:11][CH:10]=[CH:9][CH:8]=[C:5]2[C:6]1=[O:7], predict the reactants needed to synthesize it. The reactants are: [OH:1][N:2]1[C:6](=[O:7])[C:5]2=[CH:8][CH:9]=[CH:10][CH:11]=[C:4]2[C:3]1=[O:12].CCN(CC)CC.[F:20][C:21]([F:35])([F:34])[C:22]1[CH:29]=[C:28]([C:30]([F:33])([F:32])[F:31])[CH:27]=[CH:26][C:23]=1[CH2:24]Br.CO.